From a dataset of Reaction yield outcomes from USPTO patents with 853,638 reactions. Predict the reaction yield, written as a fraction of the theoretical maximum amount of product (1.0 means a 100% yield; for example, 0.34 means a 34% yield). (1) The reactants are [CH3:1][O:2][C:3](=[O:17])[NH:4][C:5]1[S:6][C:7]2[C:13](I)=[CH:12][CH:11]=[C:10]([O:15][CH3:16])[C:8]=2[N:9]=1.[CH3:18][C:19]1[CH:24]=[C:23]([Sn](C)(C)C)[CH:22]=[CH:21][N:20]=1. No catalyst specified. The product is [CH3:1][O:2][C:3](=[O:17])[NH:4][C:5]1[S:6][C:7]2[C:13]([C:23]3[CH:22]=[CH:21][N:20]=[C:19]([CH3:18])[CH:24]=3)=[CH:12][CH:11]=[C:10]([O:15][CH3:16])[C:8]=2[N:9]=1. The yield is 0.200. (2) The reactants are FF.[N+:3]([CH2:5][C:6]([O:8][CH2:9][CH3:10])=[O:7])#[C-:4].[H-].[Na+].[Cl:13][C:14]1[CH:19]=[CH:18][C:17](/[N:20]=[C:21](\Cl)/[C:22]([F:25])([F:24])[F:23])=[CH:16][CH:15]=1. The catalyst is C1COCC1. The product is [Cl:13][C:14]1[CH:15]=[CH:16][C:17]([N:20]2[C:21]([C:22]([F:23])([F:24])[F:25])=[C:5]([C:6]([O:8][CH2:9][CH3:10])=[O:7])[N:3]=[CH:4]2)=[CH:18][CH:19]=1. The yield is 0.680.